Dataset: Full USPTO retrosynthesis dataset with 1.9M reactions from patents (1976-2016). Task: Predict the reactants needed to synthesize the given product. Given the product [C:29]1([C:19]2[CH:18]=[C:17]([N:5]3[C:4]4[CH:11]=[CH:12][CH:13]=[CH:14][C:3]=4[C:2]4[C:7](=[CH:8][CH:9]=[N:10][CH:1]=4)[C:6]3=[O:38])[CH:22]=[C:21]([C:23]3[CH:28]=[CH:27][CH:26]=[CH:25][CH:24]=3)[CH:20]=2)[CH:34]=[CH:33][CH:32]=[CH:31][CH:30]=1, predict the reactants needed to synthesize it. The reactants are: [C:1]1(=O)[NH:10][CH:9]=[CH:8][C:7]2[CH:6]=[N:5][C:4]3[CH:11]=[CH:12][CH:13]=[CH:14][C:3]=3[C:2]1=2.I[C:17]1[CH:18]=[C:19]([C:29]2[CH:34]=[CH:33][CH:32]=[CH:31][CH:30]=2)[CH:20]=[C:21]([C:23]2[CH:28]=[CH:27][CH:26]=[CH:25][CH:24]=2)[CH:22]=1.N1CCC[C@H]1C(O)=[O:38].